Dataset: Retrosynthesis with 50K atom-mapped reactions and 10 reaction types from USPTO. Task: Predict the reactants needed to synthesize the given product. Given the product Fc1ccc(Cn2ccc3ccccc32)cc1, predict the reactants needed to synthesize it. The reactants are: Fc1ccc(CCl)cc1.c1ccc2[nH]ccc2c1.